From a dataset of hERG potassium channel inhibition data for cardiac toxicity prediction from Karim et al.. Regression/Classification. Given a drug SMILES string, predict its toxicity properties. Task type varies by dataset: regression for continuous values (e.g., LD50, hERG inhibition percentage) or binary classification for toxic/non-toxic outcomes (e.g., AMES mutagenicity, cardiotoxicity, hepatotoxicity). Dataset: herg_karim. (1) The molecule is Nc1nccc(-c2ccc3noc(-c4ccc(Cl)cc4)c3c2)n1. The result is 0 (non-blocker). (2) The result is 1 (blocker). The drug is CC(C)c1cc(CNCCN2CCC(c3ccc(Cl)c(Cl)c3)CC2)on1. (3) The drug is NC(C(=O)N1CCC(F)(F)C1)C1CCCCC1. The result is 0 (non-blocker). (4) The compound is CCn1nc(Cc2ccccc2)cc1C1CCN(C[C@H]2CN([C@@H](C(=O)O)C(C)(C)C)C[C@@H]2c2cccc(F)c2)CC1. The result is 0 (non-blocker). (5) The molecule is C[C@@H]1CCCN1CCCOc1ccc(-c2ccc(=O)n(-c3ncccn3)n2)cc1. The result is 0 (non-blocker). (6) The compound is CCNS(=O)(=O)c1cc(C(=O)N2CCC(CCN3[C@@H]4CC[C@@H]3CC(n3c(C)nc5ccccc53)C4)(c3cccc(F)c3)CC2)c(Cl)cc1F. The result is 0 (non-blocker).